From a dataset of NCI-60 drug combinations with 297,098 pairs across 59 cell lines. Regression. Given two drug SMILES strings and cell line genomic features, predict the synergy score measuring deviation from expected non-interaction effect. (1) Drug 1: CC12CCC3C(C1CCC2O)C(CC4=C3C=CC(=C4)O)CCCCCCCCCS(=O)CCCC(C(F)(F)F)(F)F. Drug 2: CC1C(C(CC(O1)OC2CC(CC3=C2C(=C4C(=C3O)C(=O)C5=CC=CC=C5C4=O)O)(C(=O)C)O)N)O. Cell line: SN12C. Synergy scores: CSS=42.4, Synergy_ZIP=1.33, Synergy_Bliss=0.788, Synergy_Loewe=-13.4, Synergy_HSA=2.30. (2) Drug 1: CC12CCC(CC1=CCC3C2CCC4(C3CC=C4C5=CN=CC=C5)C)O. Drug 2: CCC(=C(C1=CC=CC=C1)C2=CC=C(C=C2)OCCN(C)C)C3=CC=CC=C3.C(C(=O)O)C(CC(=O)O)(C(=O)O)O. Cell line: RXF 393. Synergy scores: CSS=18.8, Synergy_ZIP=4.21, Synergy_Bliss=7.23, Synergy_Loewe=2.47, Synergy_HSA=5.58. (3) Drug 1: C1=NC2=C(N1)C(=S)N=CN2. Drug 2: C1CCC(C(C1)N)N.C(=O)(C(=O)[O-])[O-].[Pt+4]. Cell line: SF-295. Synergy scores: CSS=30.1, Synergy_ZIP=-6.44, Synergy_Bliss=-3.42, Synergy_Loewe=-5.88, Synergy_HSA=-2.07. (4) Drug 1: C1=CC(=CC=C1CCCC(=O)O)N(CCCl)CCCl. Drug 2: C1=CC=C(C(=C1)C(C2=CC=C(C=C2)Cl)C(Cl)Cl)Cl. Cell line: BT-549. Synergy scores: CSS=16.2, Synergy_ZIP=-5.22, Synergy_Bliss=-0.546, Synergy_Loewe=-9.03, Synergy_HSA=-0.581. (5) Drug 1: CC1=CC2C(CCC3(C2CCC3(C(=O)C)OC(=O)C)C)C4(C1=CC(=O)CC4)C. Drug 2: CC1C(C(CC(O1)OC2CC(OC(C2O)C)OC3=CC4=CC5=C(C(=O)C(C(C5)C(C(=O)C(C(C)O)O)OC)OC6CC(C(C(O6)C)O)OC7CC(C(C(O7)C)O)OC8CC(C(C(O8)C)O)(C)O)C(=C4C(=C3C)O)O)O)O. Cell line: 786-0. Synergy scores: CSS=0.147, Synergy_ZIP=0.980, Synergy_Bliss=-1.13, Synergy_Loewe=-103, Synergy_HSA=-3.42.